Dataset: Catalyst prediction with 721,799 reactions and 888 catalyst types from USPTO. Task: Predict which catalyst facilitates the given reaction. (1) Reactant: Cl[C:2]1[CH:3]=[CH:4][C:5]([NH:29]C(OCC2C3CC4C(=CC=CC=4)C=3C=CC=2)=O)=[C:6]([CH:28]=1)[C:7]([C:9]1[CH:27]=[CH:26][C:12](OCC2C=CC(OCC(O)=O)=CC=2)=[CH:11][CH:10]=1)=[O:8].O.OC1C2N=NNC=2C=CC=1.C(N=C=NC(C)C)(C)C.C1C=C2C(C(O)(O)C(=O)C2=CC=1)=O. Product: [NH2:29][C:5]1[CH:4]=[CH:3][CH:2]=[CH:28][C:6]=1[C:7]([C:9]1[CH:27]=[CH:26][CH:12]=[CH:11][CH:10]=1)=[O:8]. The catalyst class is: 3. (2) Reactant: C([O:8][CH2:9][C:10]1([C:15]([O:17][CH3:18])=[O:16])[CH2:14][CH2:13][CH2:12][O:11]1)C1C=CC=CC=1. Product: [OH:8][CH2:9][C:10]1([C:15]([O:17][CH3:18])=[O:16])[CH2:14][CH2:13][CH2:12][O:11]1. The catalyst class is: 19.